Dataset: Forward reaction prediction with 1.9M reactions from USPTO patents (1976-2016). Task: Predict the product of the given reaction. (1) Given the reactants [CH3:1][O:2][C:3]1[C:4](=[O:37])[C:5]([CH3:36])=[C:6]([CH2:12][C:13]2[CH:14]=[CH:15][C:16]([O:32]C(=O)C)=[C:17]([CH:31]=2)[C:18]([NH:20][C:21]2[CH:26]=[CH:25][CH:24]=[CH:23][C:22]=2[C:27]([F:30])([F:29])[F:28])=[O:19])[C:7](=[O:11])[C:8]=1[O:9][CH3:10].C(=O)([O-])O.[Na+], predict the reaction product. The product is: [CH3:1][O:2][C:3]1[C:4](=[O:37])[C:5]([CH3:36])=[C:6]([CH2:12][C:13]2[CH:14]=[CH:15][C:16]([OH:32])=[C:17]([CH:31]=2)[C:18]([NH:20][C:21]2[CH:26]=[CH:25][CH:24]=[CH:23][C:22]=2[C:27]([F:28])([F:30])[F:29])=[O:19])[C:7](=[O:11])[C:8]=1[O:9][CH3:10]. (2) Given the reactants C(OC([N:8]1[CH2:12][CH2:11][CH:10]([NH:13][CH2:14][C:15](=[O:47])[NH:16][CH:17]([B:34]2[O:42]C3C(C)(C4CC(C3)C4(C)C)[O:35]2)[CH2:18][C:19]2[CH:24]=[CH:23][CH:22]=[C:21]([C:25]([O:27]C(C)(C)C)=[O:26])[C:20]=2OC)[CH2:9]1)=O)(C)(C)C.B(Cl)(Cl)Cl, predict the reaction product. The product is: [OH:35][B:34]1[CH:17]([NH:16][C:15](=[O:47])[CH2:14][NH:13][CH:10]2[CH2:11][CH2:12][NH:8][CH2:9]2)[CH2:18][C:19]2[CH:24]=[CH:23][CH:22]=[C:21]([C:25]([OH:27])=[O:26])[C:20]=2[O:42]1. (3) Given the reactants [C:1]([C:3]1[N:8]=[CH:7][C:6]([NH:9][C@H:10]2[C@@H:15]([NH:16]C(=O)OC(C)(C)C)[CH2:14][CH2:13][S:12](=[O:25])(=[O:24])[CH2:11]2)=[CH:5][C:4]=1[NH:26][C:27]1[CH:32]=[C:31]([O:33][CH3:34])[CH:30]=[C:29]([CH3:35])[N:28]=1)#[N:2].C(O)(C(F)(F)F)=O, predict the reaction product. The product is: [NH2:16][C@H:15]1[CH2:14][CH2:13][S:12](=[O:25])(=[O:24])[CH2:11][C@H:10]1[NH:9][C:6]1[CH:5]=[C:4]([NH:26][C:27]2[CH:32]=[C:31]([O:33][CH3:34])[CH:30]=[C:29]([CH3:35])[N:28]=2)[C:3]([C:1]#[N:2])=[N:8][CH:7]=1.